This data is from Reaction yield outcomes from USPTO patents with 853,638 reactions. The task is: Predict the reaction yield, written as a fraction of the theoretical maximum amount of product (1.0 means a 100% yield; for example, 0.34 means a 34% yield). (1) The reactants are [C:9](O[C:9]([O:11][C:12]([CH3:15])([CH3:14])[CH3:13])=[O:10])([O:11][C:12]([CH3:15])([CH3:14])[CH3:13])=[O:10].[NH:16]1[CH2:21][CH2:20][O:19][C@H:18]([CH2:22][OH:23])[CH2:17]1.C(N(CC)CC)C. The catalyst is ClCCl. The product is [OH:23][CH2:22][C@H:18]1[O:19][CH2:20][CH2:21][N:16]([C:9]([O:11][C:12]([CH3:13])([CH3:14])[CH3:15])=[O:10])[CH2:17]1. The yield is 0.850. (2) The reactants are [C:1]([C:4]1[CH:5]=[CH:6][C:7]([O:13][CH2:14][C:15]2[CH:20]=[CH:19][CH:18]=[CH:17][CH:16]=2)=[C:8]([CH:12]=1)[C:9]([OH:11])=O)(=[O:3])[CH3:2].[F:21][C:22]([F:35])([F:34])[C:23]1[CH:24]=[C:25]([CH:27]=[C:28]([C:30]([F:33])([F:32])[F:31])[CH:29]=1)[NH2:26]. No catalyst specified. The product is [C:1]([C:4]1[CH:5]=[CH:6][C:7]([O:13][CH2:14][C:15]2[CH:20]=[CH:19][CH:18]=[CH:17][CH:16]=2)=[C:8]([CH:12]=1)[C:9]([NH:26][C:25]1[CH:27]=[C:28]([C:30]([F:31])([F:32])[F:33])[CH:29]=[C:23]([C:22]([F:21])([F:34])[F:35])[CH:24]=1)=[O:11])(=[O:3])[CH3:2]. The yield is 0.631.